This data is from Blood-brain barrier permeability classification from the B3DB database. The task is: Regression/Classification. Given a drug SMILES string, predict its absorption, distribution, metabolism, or excretion properties. Task type varies by dataset: regression for continuous measurements (e.g., permeability, clearance, half-life) or binary classification for categorical outcomes (e.g., BBB penetration, CYP inhibition). Dataset: b3db_classification. (1) The molecule is C=CCN1CC[C@@]23CCCC[C@H]2[C@@H]1Cc1ccc(O)cc13. The result is 1 (penetrates BBB). (2) The compound is COc1cc2c(c(OC)c1OC)[C@H](c1ccc3ncccc3c1)CC(=O)O2. The result is 1 (penetrates BBB). (3) The compound is Cc1ncc2n1-c1ccc(Cl)cc1C(c1ccccc1F)=NC2O. The result is 1 (penetrates BBB).